From a dataset of Forward reaction prediction with 1.9M reactions from USPTO patents (1976-2016). Predict the product of the given reaction. (1) Given the reactants [Br:1][C:2]1[C:6]([C:7]2[C:12]([F:13])=[CH:11][CH:10]=[CH:9][C:8]=2[F:14])=[C:5]([C:15]2[CH:20]=[CH:19][C:18]([Cl:21])=[CH:17][CH:16]=2)[NH:4][N:3]=1.[H-].[Na+].[CH3:24]I.O, predict the reaction product. The product is: [Br:1][C:2]1[C:6]([C:7]2[C:8]([F:14])=[CH:9][CH:10]=[CH:11][C:12]=2[F:13])=[C:5]([C:15]2[CH:20]=[CH:19][C:18]([Cl:21])=[CH:17][CH:16]=2)[N:4]([CH3:24])[N:3]=1. (2) The product is: [NH2:16][C:13]1[CH:14]=[CH:15][C:10]([CH2:9][N:8]([CH2:19][C:20]2[CH:40]=[CH:39][C:23]3[NH:24][C:25]([C@@H:27]4[CH2:31][CH2:30][CH2:29][N:28]4[C:32]([O:34][C:35]([CH3:37])([CH3:38])[CH3:36])=[O:33])=[N:26][C:22]=3[CH:21]=2)[C:5]2[CH:4]=[CH:3][C:2]([F:1])=[CH:7][CH:6]=2)=[CH:11][CH:12]=1. Given the reactants [F:1][C:2]1[CH:7]=[CH:6][C:5]([N:8]([CH2:19][C:20]2[CH:40]=[CH:39][C:23]3[NH:24][C:25]([C@@H:27]4[CH2:31][CH2:30][CH2:29][N:28]4[C:32]([O:34][C:35]([CH3:38])([CH3:37])[CH3:36])=[O:33])=[N:26][C:22]=3[CH:21]=2)[CH2:9][C:10]2[CH:15]=[CH:14][C:13]([N+:16]([O-])=O)=[CH:12][CH:11]=2)=[CH:4][CH:3]=1.[Bi](Cl)(Cl)Cl.[BH4-].[Na+], predict the reaction product. (3) Given the reactants [Br:1][C:2]1[CH:3]=[CH:4][C:5]([C:8]([N:10]2C[CH2:14][O:13][CH2:12][CH2:11]2)=[O:9])=[N:6][CH:7]=1.BrC1C=CC(C(O)=O)=NC=1.COCCN, predict the reaction product. The product is: [Br:1][C:2]1[CH:3]=[CH:4][C:5]([C:8]([NH:10][CH2:11][CH2:12][O:13][CH3:14])=[O:9])=[N:6][CH:7]=1.